This data is from NCI-60 drug combinations with 297,098 pairs across 59 cell lines. The task is: Regression. Given two drug SMILES strings and cell line genomic features, predict the synergy score measuring deviation from expected non-interaction effect. (1) Drug 1: C1CN(P(=O)(OC1)NCCCl)CCCl. Drug 2: C(CN)CNCCSP(=O)(O)O. Cell line: UACC62. Synergy scores: CSS=-3.88, Synergy_ZIP=2.72, Synergy_Bliss=4.25, Synergy_Loewe=-2.07, Synergy_HSA=-0.683. (2) Drug 1: C1=NC2=C(N=C(N=C2N1C3C(C(C(O3)CO)O)F)Cl)N. Drug 2: CC1=C(C(=CC=C1)Cl)NC(=O)C2=CN=C(S2)NC3=CC(=NC(=N3)C)N4CCN(CC4)CCO. Cell line: COLO 205. Synergy scores: CSS=36.5, Synergy_ZIP=-1.20, Synergy_Bliss=-3.14, Synergy_Loewe=-15.1, Synergy_HSA=-2.72. (3) Drug 1: C1=NC2=C(N1)C(=S)N=CN2. Drug 2: C1C(C(OC1N2C=NC(=NC2=O)N)CO)O. Cell line: SF-268. Synergy scores: CSS=23.8, Synergy_ZIP=2.16, Synergy_Bliss=3.07, Synergy_Loewe=-4.37, Synergy_HSA=1.71. (4) Drug 1: CN(C)C1=NC(=NC(=N1)N(C)C)N(C)C. Drug 2: CC12CCC3C(C1CCC2O)C(CC4=C3C=CC(=C4)O)CCCCCCCCCS(=O)CCCC(C(F)(F)F)(F)F. Cell line: NCI-H460. Synergy scores: CSS=-1.52, Synergy_ZIP=0.758, Synergy_Bliss=0.0598, Synergy_Loewe=-2.57, Synergy_HSA=-2.66. (5) Drug 1: CN(C)C1=NC(=NC(=N1)N(C)C)N(C)C. Drug 2: N.N.Cl[Pt+2]Cl. Cell line: SR. Synergy scores: CSS=9.33, Synergy_ZIP=-3.76, Synergy_Bliss=-5.61, Synergy_Loewe=-2.27, Synergy_HSA=-2.49. (6) Drug 1: CC1=C2C(C(=O)C3(C(CC4C(C3C(C(C2(C)C)(CC1OC(=O)C(C(C5=CC=CC=C5)NC(=O)OC(C)(C)C)O)O)OC(=O)C6=CC=CC=C6)(CO4)OC(=O)C)OC)C)OC. Drug 2: C1=NC2=C(N=C(N=C2N1C3C(C(C(O3)CO)O)F)Cl)N. Cell line: SR. Synergy scores: CSS=75.3, Synergy_ZIP=3.18, Synergy_Bliss=4.69, Synergy_Loewe=-8.29, Synergy_HSA=4.66. (7) Drug 1: COC1=NC(=NC2=C1N=CN2C3C(C(C(O3)CO)O)O)N. Drug 2: CNC(=O)C1=NC=CC(=C1)OC2=CC=C(C=C2)NC(=O)NC3=CC(=C(C=C3)Cl)C(F)(F)F. Cell line: CCRF-CEM. Synergy scores: CSS=46.9, Synergy_ZIP=7.53, Synergy_Bliss=7.71, Synergy_Loewe=-31.4, Synergy_HSA=-0.578. (8) Drug 1: C1=CC(=CC=C1CCC2=CNC3=C2C(=O)NC(=N3)N)C(=O)NC(CCC(=O)O)C(=O)O. Drug 2: C(CN)CNCCSP(=O)(O)O. Cell line: SN12C. Synergy scores: CSS=19.2, Synergy_ZIP=2.53, Synergy_Bliss=2.05, Synergy_Loewe=-21.2, Synergy_HSA=-0.297.